From a dataset of Full USPTO retrosynthesis dataset with 1.9M reactions from patents (1976-2016). Predict the reactants needed to synthesize the given product. (1) Given the product [C:1]([C:3]1[CH:4]=[C:5]2[C:9](=[CH:10][CH:11]=1)[N:8]([S:39]([C:36]1[CH:37]=[CH:38][C:33]([CH:30]([CH3:32])[CH3:31])=[CH:34][CH:35]=1)(=[O:41])=[O:40])[C:7](=[O:12])[C:6]2([CH2:21][NH:22][C@@H:23]([CH3:29])[C:24]([N:26]([CH3:27])[CH3:28])=[O:25])[C:13]1[CH:18]=[CH:17][CH:16]=[CH:15][C:14]=1[O:19][CH3:20])#[N:2], predict the reactants needed to synthesize it. The reactants are: [C:1]([C:3]1[CH:4]=[C:5]2[C:9](=[CH:10][CH:11]=1)[NH:8][C:7](=[O:12])[C:6]2([CH2:21][NH:22][C@@H:23]([CH3:29])[C:24]([N:26]([CH3:28])[CH3:27])=[O:25])[C:13]1[CH:18]=[CH:17][CH:16]=[CH:15][C:14]=1[O:19][CH3:20])#[N:2].[CH:30]([C:33]1[CH:38]=[CH:37][C:36]([S:39](Cl)(=[O:41])=[O:40])=[CH:35][CH:34]=1)([CH3:32])[CH3:31]. (2) Given the product [CH3:43][S:44]([O:47][C:48]1[CH:53]=[CH:52][C:51]([C:54]2([C:62]3[CH:67]=[C:66]([C:14]4[CH:15]=[C:16]([O:23][CH3:22])[CH:17]=[CH:18][C:19]=4[C:38](=[O:41])[CH3:39])[C:65]([F:68])=[CH:64][CH:63]=3)[C:58](=[O:59])[N:57]([CH3:60])[C:56]([NH2:61])=[N:55]2)=[CH:50][CH:49]=1)(=[O:46])=[O:45], predict the reactants needed to synthesize it. The reactants are: [CH:14]1(P([CH:14]2[CH2:19][CH2:18][CH2:17][CH2:16][CH2:15]2)[CH:14]2[CH2:19][CH2:18][CH2:17][CH2:16][CH2:15]2)[CH2:19][CH2:18][CH2:17][CH2:16][CH2:15]1.CC1(C)OB(B2OC(C)(C)C(C)(C)O2)[O:23][C:22]1(C)C.[C:38]([O-:41])(=O)[CH3:39].[K+].[CH3:43][S:44]([O:47][C:48]1[CH:53]=[CH:52][C:51]([C:54]2([C:62]3[CH:67]=[CH:66][C:65]([F:68])=[C:64](Br)[CH:63]=3)[C:58](=[O:59])[N:57]([CH3:60])[C:56]([NH2:61])=[N:55]2)=[CH:50][CH:49]=1)(=[O:46])=[O:45].C(=O)([O-])[O-].[K+].[K+]. (3) Given the product [Cl:21][C:8]1[C:7]([O:22][CH2:23][CH:24]([O:27][CH3:28])[O:25][CH3:26])=[CH:6][CH:5]=[C:4]2[C:9]=1[N:10]=[C:11]([C:13]1[S:14][CH:15]=[C:16]([CH:18]([CH3:20])[CH3:19])[N:17]=1)[CH:2]=[C:1]2[OH:3], predict the reactants needed to synthesize it. The reactants are: [C:1]([C:4]1[C:9]([NH:10][C:11]([C:13]2[S:14][CH:15]=[C:16]([CH:18]([CH3:20])[CH3:19])[N:17]=2)=O)=[C:8]([Cl:21])[C:7]([O:22][CH2:23][CH:24]([O:27][CH3:28])[O:25][CH3:26])=[CH:6][CH:5]=1)(=[O:3])[CH3:2].CC([O-])(C)C.[K+].Cl. (4) Given the product [CH2:1]([N:8]1[CH2:13][CH2:12][C:11](=[O:14])[CH:10]([CH:31]2[C:32]3[CH:33]=[CH:34][CH:35]=[CH:36][C:37]=3[CH:38]=[CH:39][C:40]3[CH:41]=[CH:27][CH:28]=[CH:29][C:30]2=3)[CH2:9]1)[C:2]1[CH:3]=[CH:4][CH:5]=[CH:6][CH:7]=1, predict the reactants needed to synthesize it. The reactants are: [CH2:1]([N:8]1[CH2:13][CH2:12][C:11](=[O:14])[CH2:10][CH2:9]1)[C:2]1[CH:7]=[CH:6][CH:5]=[CH:4][CH:3]=1.[Si](OS(C(F)(F)F)(=O)=O)(C)(C)C.[CH:27]1[CH:41]=[C:40]2[C:30]([CH:31](O)[C:32]3[C:37]([CH:38]=[CH:39]2)=[CH:36][CH:35]=[CH:34][CH:33]=3)=[CH:29][CH:28]=1.C(=O)(O)[O-].[Na+]. (5) Given the product [NH:28]1[CH:32]=[CH:31][C:30]([NH:33][C:2]2[C:11]3[C:6](=[CH:7][CH:8]=[CH:9][CH:10]=3)[N:5]=[C:4]([C:12]([O:14][CH2:15][CH3:16])=[O:13])[N:3]=2)=[N:29]1, predict the reactants needed to synthesize it. The reactants are: Cl[C:2]1[C:11]2[C:6](=[CH:7][CH:8]=[CH:9][CH:10]=2)[N:5]=[C:4]([C:12]([O:14][CH2:15][CH3:16])=[O:13])[N:3]=1.[I-].[K+].CCN(C(C)C)C(C)C.[NH:28]1[CH:32]=[CH:31][C:30]([NH2:33])=[N:29]1. (6) Given the product [Br:1][C:2]1[S:3][C:4]2[CH:10]=[C:9]([C:11](=[O:16])[CH2:12][CH2:13][CH3:14])[CH:8]=[CH:7][C:5]=2[N:6]=1, predict the reactants needed to synthesize it. The reactants are: [Br:1][C:2]1[S:3][C:4]2[CH:10]=[C:9]([CH2:11][CH2:12][CH2:13][CH3:14])[CH:8]=[CH:7][C:5]=2[N:6]=1.C(=O)(O)[O-:16].[Na+]. (7) Given the product [F:1][C:2]1[CH:3]=[C:4]([C:9](=[CH:18][OH:19])[C:10]([O:12][CH2:13][CH3:14])=[O:11])[CH:5]=[C:6]([F:8])[CH:7]=1, predict the reactants needed to synthesize it. The reactants are: [F:1][C:2]1[CH:3]=[C:4]([CH2:9][C:10]([O:12][CH2:13][CH3:14])=[O:11])[CH:5]=[C:6]([F:8])[CH:7]=1.[H-].[Na+].Cl.[CH:18](OCC)=[O:19].